From a dataset of Full USPTO retrosynthesis dataset with 1.9M reactions from patents (1976-2016). Predict the reactants needed to synthesize the given product. Given the product [C:13]1([C:2]([Br:24])([CH2:3][CH2:4][CH2:5][CH2:6][CH2:7][CH2:8][CH2:9][CH2:10][CH2:11][CH3:12])[CH3:1])[CH:18]=[CH:17][CH:16]=[CH:15][CH:14]=1, predict the reactants needed to synthesize it. The reactants are: [CH3:1][C:2](O)([C:13]1[CH:18]=[CH:17][CH:16]=[CH:15][CH:14]=1)[CH2:3][CH2:4][CH2:5][CH2:6][CH2:7][CH2:8][CH2:9][CH2:10][CH2:11][CH3:12].C[Si]([Br:24])(C)C.